This data is from Forward reaction prediction with 1.9M reactions from USPTO patents (1976-2016). The task is: Predict the product of the given reaction. (1) Given the reactants [C:1]([O:5][C:6](=[O:18])[NH:7][C:8]1[CH:13]=[C:12]([C:14]#[N:15])[CH:11]=[C:10](Br)[C:9]=1[Cl:17])([CH3:4])([CH3:3])[CH3:2].[O:19]1[CH2:22][CH:21]([N:23]2[CH2:28][CH2:27][NH:26][CH2:25][CH:24]2[C:29]([O:31][CH3:32])=[O:30])[CH2:20]1.CN1CCNCC1C(OC)=O.C1C=CC(P(C2C(C3C(P(C4C=CC=CC=4)C4C=CC=CC=4)=CC=C4C=3C=CC=C4)=C3C(C=CC=C3)=CC=2)C2C=CC=CC=2)=CC=1.C([O-])([O-])=O.[Cs+].[Cs+], predict the reaction product. The product is: [C:1]([O:5][C:6]([NH:7][C:8]1[C:9]([Cl:17])=[C:10]([N:26]2[CH2:27][CH2:28][N:23]([CH:21]3[CH2:22][O:19][CH2:20]3)[CH:24]([C:29]([O:31][CH3:32])=[O:30])[CH2:25]2)[CH:11]=[C:12]([C:14]#[N:15])[CH:13]=1)=[O:18])([CH3:4])([CH3:3])[CH3:2]. (2) Given the reactants [CH2:1]([O:3][C:4](=[O:15])[C:5]1[C:10]([NH2:11])=[C:9]([N+:12]([O-])=O)[CH:8]=[N:7][CH:6]=1)[CH3:2].[H][H], predict the reaction product. The product is: [CH2:1]([O:3][C:4](=[O:15])[C:5]1[C:10]([NH2:11])=[C:9]([NH2:12])[CH:8]=[N:7][CH:6]=1)[CH3:2].